This data is from Full USPTO retrosynthesis dataset with 1.9M reactions from patents (1976-2016). The task is: Predict the reactants needed to synthesize the given product. (1) Given the product [O:1]=[S:2]1(=[O:43])[CH2:7][CH2:6][CH2:5][CH2:4][N:3]1[C:8]1[N:17]=[C:16]([C:18]([NH:20][CH2:21][C:22]2[CH:27]=[CH:26][CH:25]=[CH:24][C:23]=2[S:28]([CH3:31])(=[O:30])=[O:29])=[O:19])[C:15]([OH:45])=[C:14]2[C:9]=1[CH:10]=[CH:11][CH:12]=[N:13]2, predict the reactants needed to synthesize it. The reactants are: [O:1]=[S:2]1(=[O:43])[CH2:7][CH2:6][CH2:5][CH2:4][N:3]1[C:8]1[N:17]=[C:16]([C:18]([NH:20][CH2:21][C:22]2[CH:27]=[CH:26][CH:25]=[CH:24][C:23]=2[S:28]([CH3:31])(=[O:30])=[O:29])=[O:19])[C:15](C2C=C(C)C=CC=2S([O-])(=O)=O)=[C:14]2[C:9]=1[CH:10]=[CH:11][CH:12]=[N:13]2.C[O-:45].[Na+]. (2) Given the product [CH3:31][Si:32]([C:35]#[C:36][C:7]1[CH:13]2[CH2:14][CH:10]([CH2:11][N:12]2[C:15]([O:17][C:18]([CH3:21])([CH3:20])[CH3:19])=[O:16])[CH2:9][CH:8]=1)([CH3:34])[CH3:33], predict the reactants needed to synthesize it. The reactants are: FC(F)(F)S(O[C:7]1[CH:13]2[CH2:14][CH:10]([CH2:11][N:12]2[C:15]([O:17][C:18]([CH3:21])([CH3:20])[CH3:19])=[O:16])[CH2:9][CH:8]=1)(=O)=O.C(N(CC)CC)C.[CH3:31][Si:32]([C:35]#[CH:36])([CH3:34])[CH3:33]. (3) Given the product [F:1][C:2]1[CH:3]=[C:4]([N:8]2[C@@:12]3([CH2:17][CH2:16][NH:15][C@@H:14]([CH3:18])[CH2:13]3)[CH:11]=[CH:10][S:9]2(=[O:20])=[O:19])[CH:5]=[CH:6][C:7]=1[F:21], predict the reactants needed to synthesize it. The reactants are: [F:1][C:2]1[CH:3]=[C:4]([N:8]2[C@@:12]3([CH2:17][CH2:16][NH:15][C@@H:14]([CH3:18])[CH2:13]3)[CH:11]=[CH:10][S:9]2(=[O:20])=[O:19])[CH:5]=[CH:6][CH:7]=1.[F:21]C1C=C(C=CC=1F)N. (4) The reactants are: [NH2:1][C:2]1[S:3][CH:4]=[C:5]([C:7]2[CH:8]=[N:9][C:10]3[C:15]([CH:16]=2)=[CH:14][CH:13]=[CH:12][CH:11]=3)[N:6]=1.[C:17]1(=[O:27])[O:22][C:20](=[O:21])[C:19]2=[CH:23][CH:24]=[CH:25][CH:26]=[C:18]12. Given the product [N:9]1[C:10]2[C:15](=[CH:14][CH:13]=[CH:12][CH:11]=2)[CH:16]=[C:7]([C:5]2[N:6]=[C:2]([NH:1][C:17]([C:18]3[CH:26]=[CH:25][CH:24]=[CH:23][C:19]=3[C:20]([OH:22])=[O:21])=[O:27])[S:3][CH:4]=2)[CH:8]=1, predict the reactants needed to synthesize it. (5) Given the product [Cl:1][C:2]1[CH:7]=[CH:6][C:5]2[N:8]3[C:12]([CH:13]=[C:14]([CH3:16])[CH3:15])=[CH:11][CH:10]=[C:9]3[CH:17]([CH2:18][C:19]([O:21][CH3:22])=[O:20])[O:24][CH:23]([C:25]3[CH:30]=[CH:29][CH:28]=[C:27]([O:31][CH3:32])[C:26]=3[O:33][CH3:34])[C:4]=2[CH:3]=1, predict the reactants needed to synthesize it. The reactants are: [Cl:1][C:2]1[CH:7]=[CH:6][C:5]([N:8]2[C:12]([CH:13]=[C:14]([CH3:16])[CH3:15])=[CH:11][CH:10]=[C:9]2[CH:17]=[CH:18][C:19]([O:21][CH3:22])=[O:20])=[C:4]([CH:23]([C:25]2[CH:30]=[CH:29][CH:28]=[C:27]([O:31][CH3:32])[C:26]=2[O:33][CH3:34])[OH:24])[CH:3]=1.Cl. (6) Given the product [C:1]([Si:5]([CH3:26])([CH3:25])[O:6][C@@H:7]([C@@H:9]([CH:23]=[CH2:24])[C:10]([OH:11])=[O:27])[CH3:8])([CH3:2])([CH3:3])[CH3:4], predict the reactants needed to synthesize it. The reactants are: [C:1]([Si:5]([CH3:26])([CH3:25])[O:6][C@@H:7]([C@@H:9]([CH:23]=[CH2:24])[C:10](N1[C@H](C(C)C)C(C)(C)OC1=O)=[O:11])[CH3:8])([CH3:4])([CH3:3])[CH3:2].[OH:27]O.O.[OH-].[Li+].